From a dataset of Reaction yield outcomes from USPTO patents with 853,638 reactions. Predict the reaction yield, written as a fraction of the theoretical maximum amount of product (1.0 means a 100% yield; for example, 0.34 means a 34% yield). (1) The reactants are [Br:1][C:2]1[CH:14]=[CH:13][C:12]([C:15](=O)[NH2:16])=[C:11]2[C:3]=1[C:4]1[CH:5]=[CH:6][C:7]([C:18]([O:20][CH2:21][CH3:22])=[O:19])=[CH:8][C:9]=1[NH:10]2.P(Cl)(Cl)(Cl)=O. The catalyst is O. The product is [Br:1][C:2]1[CH:14]=[CH:13][C:12]([C:15]#[N:16])=[C:11]2[C:3]=1[C:4]1[CH:5]=[CH:6][C:7]([C:18]([O:20][CH2:21][CH3:22])=[O:19])=[CH:8][C:9]=1[NH:10]2. The yield is 0.980. (2) The yield is 0.800. The reactants are [Br:1][C:2]1[C:10]([O:11][CH3:12])=[CH:9][CH:8]=[CH:7][C:3]=1[C:4]([OH:6])=[O:5].S(=O)(=O)(O)O.[CH3:18]O. The product is [Br:1][C:2]1[C:10]([O:11][CH3:12])=[CH:9][CH:8]=[CH:7][C:3]=1[C:4]([O:6][CH3:18])=[O:5]. No catalyst specified. (3) The reactants are [CH2:1]([O:8][C:9]([N:11]1[CH2:16][CH2:15][CH:14]([C:17]([OH:19])=O)[CH2:13][CH2:12]1)=[O:10])[C:2]1[CH:7]=[CH:6][CH:5]=[CH:4][CH:3]=1.S(Cl)(Cl)=O.CN(C=O)C.[NH2:29][C:30]1[S:31][C:32]([N:40]2[CH2:45][CH2:44][O:43][CH2:42][CH2:41]2)=[C:33]([C:35]2[O:36][CH:37]=[CH:38][CH:39]=2)[N:34]=1. The catalyst is ClCCl. The product is [CH2:1]([O:8][C:9]([N:11]1[CH2:12][CH2:13][CH:14]([C:17]([NH:29][C:30]2[S:31][C:32]([N:40]3[CH2:41][CH2:42][O:43][CH2:44][CH2:45]3)=[C:33]([C:35]3[O:36][CH:37]=[CH:38][CH:39]=3)[N:34]=2)=[O:19])[CH2:15][CH2:16]1)=[O:10])[C:2]1[CH:3]=[CH:4][CH:5]=[CH:6][CH:7]=1. The yield is 1.00. (4) The product is [CH2:6]([C@H:5]([NH:13][C:14](=[O:20])[O:15][C:16]([CH3:17])([CH3:18])[CH3:19])[C@H:4]([OH:21])[CH2:3][C@H:2]([NH:1][C:41](=[O:42])[C@@H:40]([NH:39][C:37]([O:36][CH3:35])=[O:38])[C:44]([CH3:47])([CH3:46])[CH3:45])[CH2:22][C:23]1[CH:28]=[CH:27][C:26]([C:29]2[CH:34]=[CH:33][CH:32]=[CH:31][N:30]=2)=[CH:25][CH:24]=1)[C:7]1[CH:8]=[CH:9][CH:10]=[CH:11][CH:12]=1. The catalyst is C1COCC1. The reactants are [NH2:1][C@H:2]([CH2:22][C:23]1[CH:28]=[CH:27][C:26]([C:29]2[CH:34]=[CH:33][CH:32]=[CH:31][N:30]=2)=[CH:25][CH:24]=1)[CH2:3][C@H:4]([OH:21])[C@@H:5]([NH:13][C:14](=[O:20])[O:15][C:16]([CH3:19])([CH3:18])[CH3:17])[CH2:6][C:7]1[CH:12]=[CH:11][CH:10]=[CH:9][CH:8]=1.[CH3:35][O:36][C:37]([NH:39][C@@H:40]([C:44]([CH3:47])([CH3:46])[CH3:45])[C:41](O)=[O:42])=[O:38].CCOP(ON1N=NC2C=CC=CC=2C1=O)(OCC)=O.C(N(CC)C(C)C)(C)C. The yield is 0.480. (5) The reactants are [Br:1][C:2]1[CH:9]=[CH:8][C:5](C=O)=[CH:4][N:3]=1.C(O[CH:13]([O:17][CH2:18][CH3:19])[O:14][CH2:15][CH3:16])C. The catalyst is C(O)C.O.C1(C)C=CC(S(O)(=O)=O)=CC=1. The product is [Br:1][C:2]1[CH:9]=[CH:8][C:5]([CH:13]([O:14][CH2:15][CH3:16])[O:17][CH2:18][CH3:19])=[CH:4][N:3]=1. The yield is 0.920.